This data is from Full USPTO retrosynthesis dataset with 1.9M reactions from patents (1976-2016). The task is: Predict the reactants needed to synthesize the given product. The reactants are: [N+:1]([C:4]1[CH:9]=[C:8]([S:10][C:11]([F:14])([F:13])[F:12])[CH:7]=[CH:6][C:5]=1[OH:15])([O-])=O.C(OCC)(=O)C.C(O)(=O)C. Given the product [NH2:1][C:4]1[CH:9]=[C:8]([S:10][C:11]([F:14])([F:12])[F:13])[CH:7]=[CH:6][C:5]=1[OH:15], predict the reactants needed to synthesize it.